This data is from Full USPTO retrosynthesis dataset with 1.9M reactions from patents (1976-2016). The task is: Predict the reactants needed to synthesize the given product. (1) Given the product [NH2:8][C:7]1[N:6]=[C:5]([NH:11][S:12]([C:15]2[CH:20]=[CH:19][CH:18]=[C:17]([Cl:21])[C:16]=2[Cl:22])(=[O:14])=[O:13])[C:4]([O:23][CH3:24])=[N:3][C:2]=1[Br:1], predict the reactants needed to synthesize it. The reactants are: [Br:1][C:2]1[N:3]=[C:4]([O:23][CH3:24])[C:5]([NH:11][S:12]([C:15]2[CH:20]=[CH:19][CH:18]=[C:17]([Cl:21])[C:16]=2[Cl:22])(=[O:14])=[O:13])=[N:6][C:7]=1[N+:8]([O-])=O. (2) Given the product [Br:26][C:25]1[CH:24]=[CH:23][N:22]=[C:21]2[N:27]([S:28]([C:31]3[CH:32]=[CH:33][CH:34]=[CH:35][CH:36]=3)(=[O:30])=[O:29])[C:18]([CH2:17][N:1]3[CH:5]=[CH:4][N:3]=[N:2]3)=[CH:19][C:20]=12, predict the reactants needed to synthesize it. The reactants are: [NH:1]1[CH:5]=[CH:4][N:3]=[N:2]1.CC(C)([O-])C.[K+].CS(O[CH2:17][C:18]1[N:27]([S:28]([C:31]2[CH:36]=[CH:35][CH:34]=[CH:33][CH:32]=2)(=[O:30])=[O:29])[C:21]2=[N:22][CH:23]=[CH:24][C:25]([Br:26])=[C:20]2[CH:19]=1)(=O)=O.C(=O)(O)[O-].[Na+]. (3) The reactants are: C[Si](C)(C)[O:3][C:4]([C:6]1[CH:11]=[CH:10][C:9]([N:12]2[CH:16]=[N:15][CH:14]=[N:13]2)=[CH:8][CH:7]=1)=[CH2:5].Br[CH:20]([C:25]1[CH:30]=[C:29]([Cl:31])[CH:28]=[C:27]([Cl:32])[CH:26]=1)[C:21]([F:24])([F:23])[F:22].N1C=CC=CC=1C1C=CC=CN=1. Given the product [N:12]1([C:9]2[CH:10]=[CH:11][C:6]([C:4](=[O:5])[CH2:3][CH:20]([C:25]3[CH:26]=[C:27]([Cl:32])[CH:28]=[C:29]([Cl:31])[CH:30]=3)[C:21]([F:24])([F:23])[F:22])=[CH:7][CH:8]=2)[CH:16]=[N:15][CH:14]=[N:13]1, predict the reactants needed to synthesize it. (4) The reactants are: [F:1][C:2]([F:13])([F:12])[C:3]1[CH:11]=[C:10]2[C:6]([CH:7]=[CH:8][NH:9]2)=[CH:5][CH:4]=1.[H-].[Na+].Br[CH2:17][C:18]([O:20][CH3:21])=[O:19]. Given the product [F:13][C:2]([F:1])([F:12])[C:3]1[CH:11]=[C:10]2[C:6]([CH:7]=[CH:8][N:9]2[CH2:17][C:18]([O:20][CH3:21])=[O:19])=[CH:5][CH:4]=1, predict the reactants needed to synthesize it. (5) Given the product [C:15]([N:14]1[C:11]2[CH:12]=[CH:13][C:8]([C:5]3[CH:4]=[N:3][C:2]([NH2:1])=[N:7][CH:6]=3)=[CH:9][C:10]=2[N:19]=[C:27]1[C:26]1[CH:29]=[C:22]([O:21][CH3:20])[CH:23]=[CH:24][C:25]=1[C:30]1[S:34][N:33]=[C:32]([CH3:35])[N:31]=1)([CH3:16])([CH3:18])[CH3:17], predict the reactants needed to synthesize it. The reactants are: [NH2:1][C:2]1[N:7]=[CH:6][C:5]([C:8]2[CH:9]=[C:10]([NH2:19])[C:11]([NH:14][C:15]([CH3:18])([CH3:17])[CH3:16])=[CH:12][CH:13]=2)=[CH:4][N:3]=1.[CH3:20][O:21][C:22]1[CH:23]=[CH:24][C:25]([C:30]2[S:34][N:33]=[C:32]([CH3:35])[N:31]=2)=[C:26]([CH:29]=1)[CH:27]=O.O.C([O-])(O)=O.[Na+].